From a dataset of Forward reaction prediction with 1.9M reactions from USPTO patents (1976-2016). Predict the product of the given reaction. (1) Given the reactants [F:1][C:2]1[CH:7]=[CH:6][C:5]([C@H:8]2[CH2:13][C@@H:12]([C:14]3[O:18][NH:17][C:16](=[O:19])[CH:15]=3)[CH2:11][CH2:10][N:9]2C(OC)=O)=[CH:4][CH:3]=1.Br, predict the reaction product. The product is: [F:1][C:2]1[CH:7]=[CH:6][C:5]([C@H:8]2[CH2:13][C@@H:12]([C:14]3[O:18][NH:17][C:16](=[O:19])[CH:15]=3)[CH2:11][CH2:10][NH:9]2)=[CH:4][CH:3]=1. (2) Given the reactants Cl[C:2]1[C:11]2[C:6](=[CH:7][CH:8]=[CH:9][CH:10]=2)[C:5]([N:12]2[CH2:17][CH2:16][N:15]([C:18]([O:20][C:21]([CH3:24])([CH3:23])[CH3:22])=[O:19])[C@H:14](C)[CH2:13]2)=[N:4][N:3]=1.[C:26]1(B(O)O)[CH:31]=[CH:30][CH:29]=[CH:28][CH:27]=1.[C:35](=O)([O-])[O-].[Na+].[Na+].C([O-])([O-])=O.[K+].[K+], predict the reaction product. The product is: [CH3:35][C@H:13]1[N:12]([C:5]2[C:6]3[C:11](=[CH:10][CH:9]=[CH:8][CH:7]=3)[C:2]([C:26]3[CH:31]=[CH:30][CH:29]=[CH:28][CH:27]=3)=[N:3][N:4]=2)[CH2:17][CH2:16][N:15]([C:18]([O:20][C:21]([CH3:23])([CH3:22])[CH3:24])=[O:19])[CH2:14]1. (3) Given the reactants [NH2:1][CH2:2][CH2:3][NH:4][C:5](=[O:11])[O:6][C:7]([CH3:10])([CH3:9])[CH3:8].C(=O)([O-])[O-].[Na+].[Na+].Br[CH2:19][CH2:20][CH2:21][NH:22][C:23]([C:36]1[CH:41]=[CH:40][CH:39]=[CH:38][CH:37]=1)([C:30]1[CH:35]=[CH:34][CH:33]=[CH:32][CH:31]=1)[C:24]1[CH:29]=[CH:28][CH:27]=[CH:26][CH:25]=1.C(OCC)C, predict the reaction product. The product is: [C:23]([NH:22][CH2:21][CH2:20][CH2:19][NH:1][CH2:2][CH2:3][NH:4][C:5](=[O:11])[O:6][C:7]([CH3:8])([CH3:10])[CH3:9])([C:30]1[CH:31]=[CH:32][CH:33]=[CH:34][CH:35]=1)([C:36]1[CH:41]=[CH:40][CH:39]=[CH:38][CH:37]=1)[C:24]1[CH:25]=[CH:26][CH:27]=[CH:28][CH:29]=1. (4) Given the reactants [Br:1][C:2]1[CH:7]=[CH:6][C:5](F)=[C:4]([N+:9]([O-:11])=[O:10])[CH:3]=1.[CH2:12]([NH:16][C@@H:17]1[CH2:22][C@@H:21]2[CH2:23][C@H:18]1[CH2:19][CH2:20]2)[CH:13]([CH3:15])[CH3:14], predict the reaction product. The product is: [Br:1][C:2]1[CH:7]=[CH:6][C:5]([N:16]([CH2:12][CH:13]([CH3:15])[CH3:14])[C@@H:17]2[CH2:22][C@@H:21]3[CH2:23][C@H:18]2[CH2:19][CH2:20]3)=[C:4]([N+:9]([O-:11])=[O:10])[CH:3]=1. (5) Given the reactants [OH:1][CH:2]([C:5]1[CH:10]=[CH:9][C:8]([CH3:11])=[CH:7][CH:6]=1)[C:3]#[N:4].[O:12]1[CH:17]=[CH:16][CH2:15][CH2:14][CH2:13]1, predict the reaction product. The product is: [CH3:11][C:8]1[CH:9]=[CH:10][C:5]([CH:2]([O:1][CH:13]2[CH2:14][CH2:15][CH2:16][CH2:17][O:12]2)[C:3]#[N:4])=[CH:6][CH:7]=1. (6) Given the reactants [CH3:1][N:2]([CH3:29])[C:3]([N:5]1[CH2:10][CH:9]=[C:8]([C:11]2[NH:28][C:14]3[N:15]=[CH:16][N:17]=[C:18]([C:19]4[CH:24]=[C:23](F)[CH:22]=[C:21]([NH2:26])[C:20]=4C)[C:13]=3[CH:12]=2)[CH2:7][CH2:6]1)=[O:4].[F:30]C1C=C(B2OC(C)(C)C(C)(C)O2)C(C)=C(C=1)N, predict the reaction product. The product is: [CH3:29][N:2]([CH3:1])[C:3]([N:5]1[CH2:10][CH:9]=[C:8]([C:11]2[NH:28][C:14]3[N:15]=[CH:16][N:17]=[C:18]([C:19]4[CH:24]=[CH:23][C:22]([F:30])=[C:21]([NH2:26])[CH:20]=4)[C:13]=3[CH:12]=2)[CH2:7][CH2:6]1)=[O:4]. (7) Given the reactants [C:1]([N:8](C1C=CC=CC=1)CC=O)([O:3][C:4]([CH3:7])([CH3:6])[CH3:5])=[O:2].[CH3:18][O:19][C:20]1[CH:26]=[CH:25][CH:24]=[CH:23][C:21]=1[NH2:22].[C:27](O[BH-](OC(=O)C)OC(=O)C)(=O)[CH3:28].[Na+].[C:41](O)(=O)[CH2:42][C:43]([CH2:48][C:49](O)=O)([C:45](O)=O)O, predict the reaction product. The product is: [CH3:18][O:19][C:20]1[CH:26]=[CH:25][CH:24]=[CH:23][C:21]=1[NH:22][CH2:49][CH:48]([NH:8][C:1](=[O:2])[O:3][C:4]([CH3:7])([CH3:6])[CH3:5])[C:43]1[CH:42]=[CH:41][CH:28]=[CH:27][CH:45]=1. (8) Given the reactants C([O:8][C:9]1[CH:14]=[C:13]([N:15]2[CH2:20][CH2:19][N:18](CC3C=CC=CC=3)[CH2:17][CH2:16]2)[C:12]([O:28][CH3:29])=[CH:11][C:10]=1[C:30]([OH:33])([CH3:32])[CH3:31])C1C=CC=CC=1, predict the reaction product. The product is: [OH:33][C:30]([C:10]1[CH:11]=[C:12]([O:28][CH3:29])[C:13]([N:15]2[CH2:16][CH2:17][NH:18][CH2:19][CH2:20]2)=[CH:14][C:9]=1[OH:8])([CH3:31])[CH3:32].